Dataset: Forward reaction prediction with 1.9M reactions from USPTO patents (1976-2016). Task: Predict the product of the given reaction. (1) Given the reactants [NH2:1][C:2]([C:4]1([CH:17]([CH3:19])[CH3:18])[CH2:9][CH2:8][N:7]([C:10]([O:12][C:13]([CH3:16])([CH3:15])[CH3:14])=[O:11])[CH2:6][CH2:5]1)=O.N1C(Cl)=NC(Cl)=NC=1Cl, predict the reaction product. The product is: [C:2]([C:4]1([CH:17]([CH3:19])[CH3:18])[CH2:9][CH2:8][N:7]([C:10]([O:12][C:13]([CH3:15])([CH3:14])[CH3:16])=[O:11])[CH2:6][CH2:5]1)#[N:1]. (2) Given the reactants [F:1][C:2]([F:28])([C:21]1[CH:26]=[CH:25][C:24]([CH3:27])=[CH:23][CH:22]=1)[C:3]1[N:7]=[C:6]([C@H:8]2[CH2:12][CH2:11][C@H:10]([NH:13]C(=O)OC(C)(C)C)[CH2:9]2)[O:5][N:4]=1.FC(F)(F)C(O)=O, predict the reaction product. The product is: [F:28][C:2]([F:1])([C:21]1[CH:22]=[CH:23][C:24]([CH3:27])=[CH:25][CH:26]=1)[C:3]1[N:7]=[C:6]([C@H:8]2[CH2:12][CH2:11][C@H:10]([NH2:13])[CH2:9]2)[O:5][N:4]=1.